Task: Predict the reactants needed to synthesize the given product.. Dataset: Full USPTO retrosynthesis dataset with 1.9M reactions from patents (1976-2016) Given the product [CH:29]1([CH2:32][O:33][C:34]2[CH:35]=[C:36]3[C:41](=[CH:42][CH:43]=2)[C:40]([C@@H:44]2[CH2:49][O:48][C@@H:47]([CH2:50][CH2:51][CH2:52][NH:53][C:8](=[O:9])[O:4][CH2:3][C:2]([F:6])([F:5])[F:1])[O:46][CH2:45]2)=[CH:39][CH:38]=[CH:37]3)[CH2:30][CH2:31]1, predict the reactants needed to synthesize it. The reactants are: [F:1][C:2]([F:6])([F:5])[CH2:3][OH:4].Cl[C:8](OC1C=CC([N+]([O-])=O)=CC=1)=[O:9].CCN(C(C)C)C(C)C.[CH:29]1([CH2:32][O:33][C:34]2[CH:35]=[C:36]3[C:41](=[CH:42][CH:43]=2)[C:40]([CH:44]2[CH2:49][O:48][CH:47]([CH2:50][CH2:51][CH2:52][NH2:53])[O:46][CH2:45]2)=[CH:39][CH:38]=[CH:37]3)[CH2:31][CH2:30]1.